Predict the reactants needed to synthesize the given product. From a dataset of Full USPTO retrosynthesis dataset with 1.9M reactions from patents (1976-2016). (1) Given the product [C:1]1([CH:7]([C:34]2[CH:39]=[CH:38][CH:37]=[CH:36][CH:35]=2)[C@H:8]([C@@H:10]2[CH2:14][CH2:13][CH2:12][NH:11]2)[OH:9])[CH:2]=[CH:3][CH:4]=[CH:5][CH:6]=1, predict the reactants needed to synthesize it. The reactants are: [C:1]1([CH:7]([C:34]2[CH:39]=[CH:38][CH:37]=[CH:36][CH:35]=2)[C@H:8]([C@@H:10]2[CH2:14][CH2:13][CH2:12][N:11]2C(C2C=CC=CC=2)(C2C=CC=CC=2)C2C=CC=CC=2)[OH:9])[CH:6]=[CH:5][CH:4]=[CH:3][CH:2]=1.[OH-].[Na+]. (2) Given the product [CH2:1]1[O:9][C:8]2[CH:7]=[CH:6][C:5]([C:14]3[S:15][CH:16]=[CH:17][CH:18]=3)=[CH:4][C:3]=2[O:2]1, predict the reactants needed to synthesize it. The reactants are: [CH2:1]1[O:9][C:8]2[CH:7]=[CH:6][C:5](B(O)O)=[CH:4][C:3]=2[O:2]1.Br[C:14]1[S:15][CH:16]=[CH:17][CH:18]=1. (3) Given the product [CH2:18]([O:17][C:21]([C:2]1[N:3]([CH2:9][O:10][CH2:11][CH2:12][Si:13]([CH3:16])([CH3:15])[CH3:14])[CH:4]=[C:5]([C:7]#[N:8])[N:6]=1)=[O:28])[CH3:19], predict the reactants needed to synthesize it. The reactants are: Br[C:2]1[N:3]([CH2:9][O:10][CH2:11][CH2:12][Si:13]([CH3:16])([CH3:15])[CH3:14])[CH:4]=[C:5]([C:7]#[N:8])[N:6]=1.[O:17]1[CH2:21]C[CH2:19][CH2:18]1.C([Mg]Cl)(C)C.C(=O)=[O:28].CC(C)=O.